Dataset: Full USPTO retrosynthesis dataset with 1.9M reactions from patents (1976-2016). Task: Predict the reactants needed to synthesize the given product. (1) Given the product [C:22]([NH:21][CH:18]1[CH2:17][CH2:16][CH2:15][CH2:20][CH2:19]1)([NH:23][CH:24]1[CH2:29][CH2:28][CH2:27][CH2:26][CH2:25]1)=[O:13], predict the reactants needed to synthesize it. The reactants are: C(O)(=[O:13])CCCCCCCCCCC.[CH2:15]1[CH2:20][CH2:19][CH:18]([N:21]=[C:22]=[N:23][CH:24]2[CH2:29][CH2:28][CH2:27][CH2:26][CH2:25]2)[CH2:17][CH2:16]1. (2) Given the product [NH2:17][C@@H:8]([C:9]1[CH:14]=[CH:13][C:12]([F:15])=[C:11]([F:16])[CH:10]=1)[CH2:7][C:6]([O:5][CH2:2][CH2:3][CH3:4])=[O:18], predict the reactants needed to synthesize it. The reactants are: Cl.[CH2:2]([O:5][C:6](=[O:18])[CH2:7][CH:8]([NH2:17])[C:9]1[CH:14]=[CH:13][C:12]([F:15])=[C:11]([F:16])[CH:10]=1)[CH2:3][CH3:4].[OH-].[Na+].CC(OC)(C)C. (3) Given the product [CH3:1][S:2]([N:6]1[CH2:16][CH2:15][CH2:14][CH2:13][CH:7]1[C:8]([O:10][CH2:11][CH3:12])=[O:9])(=[O:4])=[O:3], predict the reactants needed to synthesize it. The reactants are: [CH3:1][S:2](Cl)(=[O:4])=[O:3].[NH:6]1[CH2:16][CH2:15][CH2:14][CH2:13][CH:7]1[C:8]([O:10][CH2:11][CH3:12])=[O:9].C(N(CC)CC)C. (4) The reactants are: [N:1]1[CH:9]=[C:8]2[C:4]([N:5]=[C:6]([NH2:10])[NH:7]2)=[N:3][CH:2]=1.[C:11]([C:13]1[CH:28]=[CH:27][C:16]([CH:17]=[C:18]([C:24](=O)[CH3:25])[C:19]([O:21][CH2:22][CH3:23])=[O:20])=[CH:15][CH:14]=1)#[N:12].C(=O)(O)[O-].[Na+]. Given the product [C:11]([C:13]1[CH:28]=[CH:27][C:16]([CH:17]2[N:7]3[C:6](=[N:5][C:4]4[N:3]=[CH:2][N:1]=[CH:9][C:8]=43)[NH:10][C:24]([CH3:25])=[C:18]2[C:19]([O:21][CH2:22][CH3:23])=[O:20])=[CH:15][CH:14]=1)#[N:12], predict the reactants needed to synthesize it.